Task: Predict the product of the given reaction.. Dataset: Forward reaction prediction with 1.9M reactions from USPTO patents (1976-2016) Given the reactants [CH3:1][O:2][C:3](=[O:17])[NH:4][C:5]1[S:6][C:7]2[C:13](I)=[CH:12][CH:11]=[C:10]([O:15][CH3:16])[C:8]=2[N:9]=1.C([Sn](CCCC)(CCCC)[C:23]1[CH2:28][CH2:27][CH2:26][CH2:25][CH:24]=1)CCC.O1C=CC=C1P(C1OC=CC=1)C1OC=CC=1, predict the reaction product. The product is: [CH3:1][O:2][C:3](=[O:17])[NH:4][C:5]1[S:6][C:7]2[C:13]([C:23]3[CH2:28][CH2:27][CH2:26][CH2:25][CH:24]=3)=[CH:12][CH:11]=[C:10]([O:15][CH3:16])[C:8]=2[N:9]=1.